From a dataset of Reaction yield outcomes from USPTO patents with 853,638 reactions. Predict the reaction yield, written as a fraction of the theoretical maximum amount of product (1.0 means a 100% yield; for example, 0.34 means a 34% yield). (1) The reactants are [C:1]([C:4]1[CH:5]=[C:6]([C:10]2[CH:15]=[CH:14][C:13]([CH2:16][CH:17]([NH:31][S:32]([C:35]3[CH:40]=[CH:39][CH:38]=[CH:37][N:36]=3)(=[O:34])=[O:33])[C:18]3[N:23]=[C:22]([NH:24][CH2:25][C:26]([O:28]CC)=[O:27])[CH:21]=[CH:20][CH:19]=3)=[CH:12][CH:11]=2)[CH:7]=[CH:8][CH:9]=1)#[C:2][CH3:3].[OH-].[Na+].O.Cl. The catalyst is C(O)C. The product is [C:1]([C:4]1[CH:5]=[C:6]([C:10]2[CH:11]=[CH:12][C:13]([CH2:16][CH:17]([NH:31][S:32]([C:35]3[CH:40]=[CH:39][CH:38]=[CH:37][N:36]=3)(=[O:33])=[O:34])[C:18]3[N:23]=[C:22]([NH:24][CH2:25][C:26]([OH:28])=[O:27])[CH:21]=[CH:20][CH:19]=3)=[CH:14][CH:15]=2)[CH:7]=[CH:8][CH:9]=1)#[C:2][CH3:3]. The yield is 0.980. (2) The yield is 0.0900. The reactants are [C:1]1(B(O)O)[CH:6]=[CH:5][CH:4]=[CH:3][CH:2]=1.C(=O)=O. The catalyst is C([O-])(=O)C.C([N+](CCCC)(CCCC)CCCC)CCC.C([O-])(=O)C.[Pd+2].C([O-])(=O)C.C(OCC)(=O)C. The product is [C:1]1([C:1]2[CH:6]=[CH:5][CH:4]=[CH:3][CH:2]=2)[CH:6]=[CH:5][CH:4]=[CH:3][CH:2]=1. (3) The reactants are [CH3:1][O:2][C:3]1[CH:8]=[CH:7][CH:6]=[CH:5][C:4]=1[CH2:9][C:10]([OH:12])=O.S(Cl)(Cl)=O.[NH2:17][C:18]1[CH:23]=[CH:22][C:21]([N:24]2[C:30](=[O:31])[CH2:29][C:28](=[O:32])[NH:27][C:26]3[C:33]4[C:38]([CH:39]=[CH:40][C:25]2=3)=[CH:37][CH:36]=[CH:35][CH:34]=4)=[CH:20][CH:19]=1. No catalyst specified. The product is [CH3:1][O:2][C:3]1[CH:8]=[CH:7][CH:6]=[CH:5][C:4]=1[CH2:9][C:10]([NH:17][C:18]1[CH:23]=[CH:22][C:21]([N:24]2[C:30](=[O:31])[CH2:29][C:28](=[O:32])[NH:27][C:26]3[C:33]4[C:38]([CH:39]=[CH:40][C:25]2=3)=[CH:37][CH:36]=[CH:35][CH:34]=4)=[CH:20][CH:19]=1)=[O:12]. The yield is 0.600. (4) The product is [C:1]([O:9][C:10]1[C:15](=[O:16])[NH:14][C:13]([C:17]2([O:25][CH2:26][CH2:27][O:28][C:59](=[O:58])[C:60]3[CH:49]=[CH:48][CH:15]=[CH:10][CH:11]=3)[CH2:18][CH2:19][CH:20]([CH2:23][O:24][S:51]([CH3:50])(=[O:53])=[O:52])[CH2:21][CH2:22]2)=[N:12][C:11]=1[C:38]([O:40][CH2:41][CH3:42])=[O:39])(=[O:8])[C:17]1[CH:22]=[CH:21][CH:20]=[CH:19][CH:18]=1. The reactants are [C:1]([O:9][C:10]1[C:15](=[O:16])[NH:14][C:13]([C:17]2([O:25][CH2:26][CH2:27][O:28]OC(=O)C3C=CC=CC=3)[CH2:22][CH2:21][CH:20]([CH2:23][OH:24])[CH2:19][CH2:18]2)=[N:12][C:11]=1[C:38]([O:40][CH2:41][CH3:42])=[O:39])(=[O:8])C1C=CC=CC=1.C(N([CH2:48][CH3:49])CC)C.[CH3:50][S:51](Cl)(=[O:53])=[O:52].C([O:58][CH2:59][CH3:60])(=O)C. The catalyst is C1COCC1. The yield is 0.990. (5) The reactants are [NH2:1][CH2:2][CH2:3][O:4][CH2:5][CH2:6][NH:7][C:8](=[O:14])[O:9][C:10]([CH3:13])([CH3:12])[CH3:11].[Cl:15][C:16]1[CH:36]=[CH:35][C:19]([C:20]([C:22]2[CH:34]=[CH:33][C:25]([O:26][C:27]([CH3:32])([CH3:31])[C:28](O)=[O:29])=[CH:24][CH:23]=2)=[O:21])=[CH:18][CH:17]=1.CCN=C=NCCCN(C)C. The catalyst is C(Cl)Cl. The product is [Cl:15][C:16]1[CH:36]=[CH:35][C:19]([C:20]([C:22]2[CH:34]=[CH:33][C:25]([O:26][C:27]([CH3:32])([CH3:31])[C:28]([NH:1][CH2:2][CH2:3][O:4][CH2:5][CH2:6][NH:7][C:8](=[O:14])[O:9][C:10]([CH3:11])([CH3:13])[CH3:12])=[O:29])=[CH:24][CH:23]=2)=[O:21])=[CH:18][CH:17]=1. The yield is 0.350.